Dataset: Full USPTO retrosynthesis dataset with 1.9M reactions from patents (1976-2016). Task: Predict the reactants needed to synthesize the given product. Given the product [ClH:1].[NH2:2][C:3]1[NH:7][N:6]=[CH:5][C:4]=1[C:8](=[NH:9])[O:13][CH2:10][C:11]#[CH:12], predict the reactants needed to synthesize it. The reactants are: [ClH:1].[NH2:2][C:3]1[NH:7][N:6]=[CH:5][C:4]=1[C:8]#[N:9].[CH2:10]([OH:13])[C:11]#[CH:12].